This data is from Forward reaction prediction with 1.9M reactions from USPTO patents (1976-2016). The task is: Predict the product of the given reaction. (1) Given the reactants [F:1][C:2]1[CH:7]=[CH:6][C:5]([CH:8]2[CH2:13][CH2:12][NH:11][CH2:10][CH2:9]2)=[CH:4][CH:3]=1.Br[CH2:15][CH2:16][O:17][C:18]1[CH:23]=[CH:22][C:21]([C:24]2[C:28]3[CH:29]=[CH:30][C:31]([F:33])=[CH:32][C:27]=3[O:26][N:25]=2)=[CH:20][CH:19]=1.C(=O)([O-])[O-].[K+].[K+].[I-].[K+].[ClH:42], predict the reaction product. The product is: [ClH:42].[F:33][C:31]1[CH:30]=[CH:29][C:28]2[C:24]([C:21]3[CH:20]=[CH:19][C:18]([O:17][CH2:16][CH2:15][N:11]4[CH2:10][CH2:9][CH:8]([C:5]5[CH:6]=[CH:7][C:2]([F:1])=[CH:3][CH:4]=5)[CH2:13][CH2:12]4)=[CH:23][CH:22]=3)=[N:25][O:26][C:27]=2[CH:32]=1. (2) Given the reactants [O:1]1[CH:5]=[CH:4][CH2:3][CH2:2]1.[C:6]1([Mg]Br)[CH:11]=[CH:10][CH:9]=[CH:8][CH:7]=1.[NH4+].[Cl-], predict the reaction product. The product is: [C:6]1(/[CH:5]=[CH:4]\[CH2:3][CH2:2][OH:1])[CH:11]=[CH:10][CH:9]=[CH:8][CH:7]=1. (3) Given the reactants [NH2:1][C:2]1[N:6]([C:7]2[CH:12]=[CH:11][CH:10]=[CH:9][CH:8]=2)[N:5]=[C:4]([O:13][CH:14]2[CH2:17][N:16]([C:18]([O:20][C:21]([CH3:24])([CH3:23])[CH3:22])=[O:19])[CH2:15]2)[C:3]=1[CH3:25].C1(C2C=CC([CH2:35][O:36]C)=CC=2CN)CC1.[CH3:40][O:41][CH2:42][C:43]1[CH:44]=[CH:45][C:46]([O:51][C:52]([F:55])([F:54])[F:53])=[C:47]([CH2:49][NH2:50])[CH:48]=1, predict the reaction product. The product is: [CH3:40][O:41][CH2:42][C:43]1[CH:44]=[CH:45][C:46]([O:51][C:52]([F:53])([F:54])[F:55])=[C:47]([CH:48]=1)[CH2:49][NH:50][C:35](=[O:36])[NH:1][C:2]1[N:6]([C:7]2[CH:8]=[CH:9][CH:10]=[CH:11][CH:12]=2)[N:5]=[C:4]([O:13][CH:14]2[CH2:17][N:16]([C:18]([O:20][C:21]([CH3:22])([CH3:24])[CH3:23])=[O:19])[CH2:15]2)[C:3]=1[CH3:25]. (4) Given the reactants [S:1]1[CH:5]=[CH:4][N:3]=[C:2]1[C:6]1[CH:13]=[CH:12][C:9]([CH:10]=[O:11])=[CH:8][CH:7]=1.C(O)C.O1CCCC1.[BH4-].[Na+], predict the reaction product. The product is: [S:1]1[CH:5]=[CH:4][N:3]=[C:2]1[C:6]1[CH:7]=[CH:8][C:9]([CH2:10][OH:11])=[CH:12][CH:13]=1.